Dataset: Full USPTO retrosynthesis dataset with 1.9M reactions from patents (1976-2016). Task: Predict the reactants needed to synthesize the given product. (1) The reactants are: [CH2:1]([N:3]1[C:8](=[O:9])[CH2:7][C:6](=[O:10])[NH:5][C:4]1=[O:11])[CH3:2].[CH3:12][C:13](OC(C)=O)=[O:14].OS(O)(=O)=O. Given the product [C:13]([CH:7]1[C:8](=[O:9])[N:3]([CH2:1][CH3:2])[C:4](=[O:11])[NH:5][C:6]1=[O:10])(=[O:14])[CH3:12], predict the reactants needed to synthesize it. (2) Given the product [CH2:16]([N:8]([CH2:9][C:10]1[CH:11]=[CH:12][CH:13]=[CH:14][CH:15]=1)[C:7]1[N:6]=[CH:5][N:4]=[C:3]2[C:2]=1[NH:1][C:39](=[O:41])[N:23]2[C:24]1[CH:25]=[C:26]([NH:30][C:31](=[O:37])[O:32][C:33]([CH3:34])([CH3:36])[CH3:35])[CH:27]=[CH:28][CH:29]=1)[C:17]1[CH:22]=[CH:21][CH:20]=[CH:19][CH:18]=1, predict the reactants needed to synthesize it. The reactants are: [NH2:1][C:2]1[C:3]([NH:23][C:24]2[CH:25]=[C:26]([NH:30][C:31](=[O:37])[O:32][C:33]([CH3:36])([CH3:35])[CH3:34])[CH:27]=[CH:28][CH:29]=2)=[N:4][CH:5]=[N:6][C:7]=1[N:8]([CH2:16][C:17]1[CH:22]=[CH:21][CH:20]=[CH:19][CH:18]=1)[CH2:9][C:10]1[CH:15]=[CH:14][CH:13]=[CH:12][CH:11]=1.Cl[C:39](Cl)([O:41]C(=O)OC(Cl)(Cl)Cl)Cl. (3) Given the product [C:10]([O:9][C:7](=[O:8])[NH:1][CH2:2][CH:3]([OH:6])[CH2:4][NH:5][C:7]([O:9][C:10]([CH3:13])([CH3:12])[CH3:11])=[O:8])([CH3:13])([CH3:12])[CH3:11], predict the reactants needed to synthesize it. The reactants are: [NH2:1][CH2:2][CH:3]([OH:6])[CH2:4][NH2:5].[C:7](O[C:7]([O:9][C:10]([CH3:13])([CH3:12])[CH3:11])=[O:8])([O:9][C:10]([CH3:13])([CH3:12])[CH3:11])=[O:8].